This data is from Catalyst prediction with 721,799 reactions and 888 catalyst types from USPTO. The task is: Predict which catalyst facilitates the given reaction. (1) Reactant: [CH2:1]1[C:13]2[C:14]3[N:5]([CH2:6][CH:7](C(OC(C)(C)C)=O)[NH:8][C:9]=3[CH:10]=[CH:11][CH:12]=2)[CH2:4][CH2:3][NH:2]1.FC(F)(F)C(O)=O. Product: [CH2:1]1[C:13]2[C:14]3[N:5]([CH2:6][CH2:7][NH:8][C:9]=3[CH:10]=[CH:11][CH:12]=2)[CH2:4][CH2:3][NH:2]1. The catalyst class is: 4. (2) Reactant: [Cl:1][C:2]1[C:7](=[O:8])[N:6]([C:9]2[CH:10]=[C:11]([CH:18]=[CH:19][C:20]=2[CH3:21])[C:12](N(OC)C)=[O:13])[C:5]([CH3:22])=[N:4][C:3]=1[O:23][CH2:24][C:25]1[CH:30]=[CH:29][CH:28]=[C:27]([C:31]([F:34])([F:33])[F:32])[N:26]=1.[C:35]([Mg]Cl)#[CH:36]. Product: [Cl:1][C:2]1[C:7](=[O:8])[N:6]([C:9]2[CH:10]=[C:11]([C:12](=[O:13])[C:35]#[CH:36])[CH:18]=[CH:19][C:20]=2[CH3:21])[C:5]([CH3:22])=[N:4][C:3]=1[O:23][CH2:24][C:25]1[CH:30]=[CH:29][CH:28]=[C:27]([C:31]([F:34])([F:32])[F:33])[N:26]=1. The catalyst class is: 7. (3) Reactant: [CH3:1][O:2][C:3](=[O:22])/[C:4](/[NH:11]C(OCC1C=CC=CC=1)=O)=[CH:5]/[C@H:6]1[CH2:9][C@H:8]([CH3:10])[CH2:7]1.[H][H]. Product: [CH3:1][O:2][C:3](=[O:22])[CH:4]([NH2:11])[CH2:5][C@H:6]1[CH2:7][C@H:8]([CH3:10])[CH2:9]1. The catalyst class is: 43. (4) Reactant: [CH3:1][N:2]1[C:11]2[N:10]=[CH:9][N:8]=[C:7]([N:12]3[CH2:17][CH2:16][CH:15]([N:18]4[C:22]5[CH:23]=[CH:24][CH:25]=[CH:26][C:21]=5[NH:20][C:19]4=[O:27])[CH2:14][CH2:13]3)[C:6]=2[N:5]=[C:4]([O:28][CH3:29])[C:3]1=[O:30].Cl[C:32]1[C:41]2N=C(OC)C(=O)N(C3CC3)C=2N=CN=1.N1CCC(N2C3C=CC=CC=3NC2=O)CC1.C(N(CC)CC)C. Product: [CH:1]1([N:2]2[C:11]3[N:10]=[CH:9][N:8]=[C:7]([N:12]4[CH2:13][CH2:14][CH:15]([N:18]5[C:22]6[CH:23]=[CH:24][CH:25]=[CH:26][C:21]=6[NH:20][C:19]5=[O:27])[CH2:16][CH2:17]4)[C:6]=3[N:5]=[C:4]([O:28][CH3:29])[C:3]2=[O:30])[CH2:41][CH2:32]1. The catalyst class is: 51. (5) Reactant: [C:1](=[O:6])([O:4][CH3:5])OC.[CH3:7][C:8]([CH:10]1[CH2:12][CH2:11]1)=[O:9].CC(C)([O-])C.[K+].Cl. Product: [CH:10]1([C:8](=[O:9])[CH2:7][C:1]([O:4][CH3:5])=[O:6])[CH2:12][CH2:11]1. The catalyst class is: 93. (6) Product: [Cl:1][C:2]1[CH:3]=[C:4]([S:9][C:10]2[N:11]([CH:19]([CH3:21])[CH3:20])[C:12](=[O:18])[N:13]([CH3:17])[C:14]=2[CH2:15][C:23]2[CH:24]=[CH:25][CH:26]=[CH:27][C:22]=2[OH:28])[CH:5]=[C:6]([Cl:8])[CH:7]=1. Reactant: [Cl:1][C:2]1[CH:3]=[C:4]([S:9][C:10]2[N:11]([CH:19]([CH3:21])[CH3:20])[C:12](=[O:18])[N:13]([CH3:17])[C:14]=2[CH2:15]O)[CH:5]=[C:6]([Cl:8])[CH:7]=1.[C:22]1([OH:28])[CH:27]=[CH:26][CH:25]=[CH:24][CH:23]=1.C1(P(C2C=CC=CC=2)C2C=CC=CC=2)C=CC=CC=1.CC(OC(/N=N/C(OC(C)C)=O)=O)C. The catalyst class is: 54.